Dataset: Reaction yield outcomes from USPTO patents with 853,638 reactions. Task: Predict the reaction yield, written as a fraction of the theoretical maximum amount of product (1.0 means a 100% yield; for example, 0.34 means a 34% yield). (1) The reactants are [O:1]=[CH:2][C:3]1[CH:11]=[CH:10][CH:9]=[C:6]([O:7][CH3:8])[C:4]=1O.N1C=CC=CC=1.[S:18](O[S:18]([C:21]([F:24])([F:23])[F:22])(=[O:20])=[O:19])([C:21]([F:24])([F:23])[F:22])(=[O:20])=[O:19]. The catalyst is ClCCl. The product is [CH3:8][O:7][C:6]1[C:4]([S:18]([C:21]([F:24])([F:23])[F:22])(=[O:20])=[O:19])=[C:3]([CH:11]=[CH:10][CH:9]=1)[CH:2]=[O:1]. The yield is 0.470. (2) The yield is 0.960. The reactants are Cl[C:2]1[CH:3]=[CH:4][C:5]([N+:9]([O-:11])=[O:10])=[C:6]([CH:8]=1)[NH2:7].[CH3:12][NH:13][CH3:14]. The catalyst is C(O)C. The product is [CH3:12][N:13]([CH3:14])[C:2]1[CH:3]=[CH:4][C:5]([N+:9]([O-:11])=[O:10])=[C:6]([CH:8]=1)[NH2:7]. (3) The reactants are C[O:2][C:3](=[O:37])[CH2:4][C:5]1[CH:10]=[CH:9][CH:8]=[C:7]([O:11][CH2:12][CH2:13][CH2:14][N:15]([CH2:25][C:26]2[CH:31]=[CH:30][CH:29]=[C:28]([C:32]([F:35])([F:34])[F:33])[C:27]=2[Cl:36])[CH2:16][C@H:17]([C:19]2[CH:24]=[CH:23][CH:22]=[CH:21][CH:20]=2)[CH3:18])[CH:6]=1.[Li+].[OH-].C(O)(=O)C.C(OCC)(=O)C. The catalyst is C1COCC1.O. The product is [Cl:36][C:27]1[C:28]([C:32]([F:33])([F:34])[F:35])=[CH:29][CH:30]=[CH:31][C:26]=1[CH2:25][N:15]([CH2:16][C@H:17]([C:19]1[CH:20]=[CH:21][CH:22]=[CH:23][CH:24]=1)[CH3:18])[CH2:14][CH2:13][CH2:12][O:11][C:7]1[CH:6]=[C:5]([CH2:4][C:3]([OH:37])=[O:2])[CH:10]=[CH:9][CH:8]=1. The yield is 0.750. (4) The reactants are Cl[C:2]1[CH:7]=[C:6]([Cl:8])[N:5]=[C:4]([C:9]([OH:11])=[O:10])[N:3]=1.[F:12][C:13]1[CH:34]=[CH:33][C:16]([O:17][C:18]2[CH:23]=[CH:22][C:21](B3OC(C)(C)C(C)(C)O3)=[CH:20][CH:19]=2)=[CH:15][CH:14]=1.[C:35]([O-])([O-])=O.[Na+].[Na+]. The catalyst is O1CCOCC1.C1C=CC(P(C2C=CC=CC=2)[C-]2C=CC=C2)=CC=1.C1C=CC(P(C2C=CC=CC=2)[C-]2C=CC=C2)=CC=1.Cl[Pd]Cl.[Fe+2]. The product is [Cl:8][C:6]1[CH:7]=[C:2]([C:21]2[CH:20]=[CH:19][C:18]([O:17][C:16]3[CH:15]=[CH:14][C:13]([F:12])=[CH:34][CH:33]=3)=[CH:23][CH:22]=2)[N:3]=[C:4]([C:9]([O:11][CH3:35])=[O:10])[N:5]=1. The yield is 0.350. (5) The product is [C:27]([O:26][C:24]([N:8]1[CH2:13][CH2:12][O:11][CH:10]([CH2:14][OH:15])[CH2:9]1)=[O:25])([CH3:28])([CH3:29])[CH3:30]. The reactants are C([N:8]1[CH2:13][CH2:12][O:11][CH:10]([CH2:14][OH:15])[CH2:9]1)C1C=CC=CC=1.[CH3:28][C:27]([O:26][C:24](O[C:24]([O:26][C:27]([CH3:30])([CH3:29])[CH3:28])=[O:25])=[O:25])([CH3:30])[CH3:29]. The catalyst is CO.[Pd]. The yield is 0.990. (6) The reactants are [C:1]1([C:7]2[C:16]([C:17]3[CH:22]=[CH:21][C:20]([C:23]([F:26])([F:25])[F:24])=[CH:19][CH:18]=3)=[N:15][C:14]3[C:9](=[CH:10][CH:11]=[C:12]([C:27]([O:29]C)=[O:28])[CH:13]=3)[N:8]=2)[CH:6]=[CH:5][CH:4]=[CH:3][CH:2]=1.[OH-].[Na+].Cl. The catalyst is CO. The product is [C:1]1([C:7]2[C:16]([C:17]3[CH:22]=[CH:21][C:20]([C:23]([F:24])([F:25])[F:26])=[CH:19][CH:18]=3)=[N:15][C:14]3[C:9](=[CH:10][CH:11]=[C:12]([C:27]([OH:29])=[O:28])[CH:13]=3)[N:8]=2)[CH:2]=[CH:3][CH:4]=[CH:5][CH:6]=1. The yield is 0.450.